This data is from Reaction yield outcomes from USPTO patents with 853,638 reactions. The task is: Predict the reaction yield, written as a fraction of the theoretical maximum amount of product (1.0 means a 100% yield; for example, 0.34 means a 34% yield). (1) The reactants are [C:1]([O:4][CH2:5][C:6]([CH2:8][Si](C)(C)C)=[CH2:7])(=O)[CH3:2].[C:13](OCC)(=O)[CH:14]=[CH2:15].P(OC(C)C)(OC(C)C)[O:21]C(C)C. The catalyst is C1(C)C=CC=CC=1.C([O-])(=O)C.[Pd+2].C([O-])(=O)C. The product is [CH2:13]=[C:14]1[CH2:15][CH2:8][CH:6]([C:5]([O:4][CH2:1][CH3:2])=[O:21])[CH2:7]1. The yield is 0.800. (2) The reactants are [CH:1]([O:4][C:5]1[CH:14]=[C:13]([C:15]([F:18])([F:17])[F:16])[C:12]2[C:7](=[CH:8][CH:9]=[C:10]3[NH:22][C@H:21]([C:23]4[CH:28]=[CH:27][CH:26]=[CH:25][CH:24]=4)[CH2:20][O:19][C:11]3=2)[N:6]=1)([CH3:3])[CH3:2].[BH4-].[Na+]. The catalyst is C(O)(C(F)(F)F)=O. The product is [CH:1]([O:4][C:5]1[CH:14]=[C:13]([C:15]([F:17])([F:16])[F:18])[C:12]2[C:7](=[CH:8][CH:9]=[C:10]3[N:22]([CH2:13][C:15]([F:18])([F:17])[F:16])[C@H:21]([C:23]4[CH:28]=[CH:27][CH:26]=[CH:25][CH:24]=4)[CH2:20][O:19][C:11]3=2)[N:6]=1)([CH3:3])[CH3:2]. The yield is 0.850. (3) The reactants are Br[C:2]1[CH:14]=[CH:13][C:12]2[C:11]3[C:6](=[CH:7][C:8](Br)=[CH:9][CH:10]=3)[C:5]([CH2:18][CH3:19])([CH2:16][CH3:17])[C:4]=2[CH:3]=1.[CH2:20]([O:28][C:29]1[CH:34]=[CH:33][C:32]([C:35]2[CH:40]=[CH:39][C:38](B(O)O)=[CH:37][CH:36]=2)=[CH:31][CH:30]=1)[CH2:21][CH2:22][CH2:23][CH2:24][CH2:25][CH2:26][CH3:27].C(=O)([O-])[O-].[Na+].[Na+].CO[CH2:52][CH2:53][O:54][CH3:55]. The catalyst is C1C=CC([P]([Pd]([P](C2C=CC=CC=2)(C2C=CC=CC=2)C2C=CC=CC=2)([P](C2C=CC=CC=2)(C2C=CC=CC=2)C2C=CC=CC=2)[P](C2C=CC=CC=2)(C2C=CC=CC=2)C2C=CC=CC=2)(C2C=CC=CC=2)C2C=CC=CC=2)=CC=1.O. The product is [CH2:16]([C:5]1([CH2:18][CH3:19])[C:4]2[CH:3]=[C:2]([C:38]3[CH:39]=[CH:40][C:35]([C:32]4[CH:33]=[CH:34][C:29]([O:28][CH2:20][CH2:21][CH2:22][CH2:23][CH2:24][CH2:25][CH2:26][CH3:27])=[CH:30][CH:31]=4)=[CH:36][CH:37]=3)[CH:14]=[CH:13][C:12]=2[C:11]2[C:6]1=[CH:7][C:8]([C:29]1[CH:30]=[CH:31][C:32]([C:35]3[CH:36]=[CH:37][C:53]([O:54][CH2:55][CH2:26][CH2:25][CH2:24][CH2:23][CH2:22][CH2:21][CH3:20])=[CH:52][CH:40]=3)=[CH:33][CH:34]=1)=[CH:9][CH:10]=2)[CH3:17]. The yield is 0.650. (4) The reactants are [Cl:1][C:2]1[C:3]([C:10]2[S:11][C:12]([C:15]3[N:16]=[C:17]4[CH:22]=[CH:21][C:20]([C:23]([F:26])([F:25])[F:24])=[CH:19][N:18]4[CH:27]=3)=[N:13][N:14]=2)=[CH:4][C:5]([F:9])=[C:6]([OH:8])[CH:7]=1.CC1C=CC(S(O[CH2:39][C:40]2([CH3:46])[CH2:44][O:43][C:42](=[O:45])[NH:41]2)(=O)=O)=CC=1.C([O-])([O-])=O.[K+].[K+]. The catalyst is CN(C=O)C. The product is [Cl:1][C:2]1[C:3]([C:10]2[S:11][C:12]([C:15]3[N:16]=[C:17]4[CH:22]=[CH:21][C:20]([C:23]([F:24])([F:26])[F:25])=[CH:19][N:18]4[CH:27]=3)=[N:13][N:14]=2)=[CH:4][C:5]([F:9])=[C:6]([CH:7]=1)[O:8][CH2:39][C:40]1([CH3:46])[CH2:44][O:43][C:42](=[O:45])[NH:41]1. The yield is 0.780. (5) The reactants are [Br:1][C:2]1[C:11]2[C:6](=[CH:7][CH:8]=[CH:9][CH:10]=2)[C:5]([C:12]([OH:14])=[O:13])=[CH:4][CH:3]=1.S(=O)(=O)(O)O.[CH3:20]COC(C)=O.CCCCCCC. The catalyst is CO. The product is [Br:1][C:2]1[C:11]2[C:6](=[CH:7][CH:8]=[CH:9][CH:10]=2)[C:5]([C:12]([O:14][CH3:20])=[O:13])=[CH:4][CH:3]=1. The yield is 0.910. (6) The reactants are [Cl:1][C:2]1[CH:23]=[CH:22][C:5]([CH2:6][N:7]2[C:15]3[C:10](=[N:11][CH:12]=[CH:13][CH:14]=3)[C:9]([C:16](=[O:20])[C:17]([OH:19])=O)=[C:8]2[CH3:21])=[CH:4][CH:3]=1.C(N(CC)CC)C.[CH3:31][O:32][C:33]1[CH:38]=[C:37]([NH2:39])[CH:36]=[CH:35][N:34]=1.C(P1(=O)OP(CCC)(=O)OP(CCC)(=O)O1)CC. The catalyst is C(#N)C.O.C(OCC)(=O)C. The product is [Cl:1][C:2]1[CH:3]=[CH:4][C:5]([CH2:6][N:7]2[C:15]3[C:10](=[N:11][CH:12]=[CH:13][CH:14]=3)[C:9]([C:16](=[O:20])[C:17]([NH:39][C:37]3[CH:36]=[CH:35][N:34]=[C:33]([O:32][CH3:31])[CH:38]=3)=[O:19])=[C:8]2[CH3:21])=[CH:22][CH:23]=1. The yield is 0.330. (7) The reactants are Br.[N+:2]([C:5]1[CH:10]=[CH:9][C:8]([CH2:11][C@@H:12]([C:14]2[N:15]=[C:16]([C:19]3[CH:24]=[CH:23][CH:22]=[CH:21][CH:20]=3)[S:17][CH:18]=2)[NH2:13])=[CH:7][CH:6]=1)([O-:4])=[O:3].C([O-])([O-])=O.[Ca+2].C(Cl)(Cl)(Cl)Cl.[C:35](Cl)(Cl)=[S:36]. The catalyst is O.C(Cl)Cl. The product is [N:13]([C@H:12]([C:14]1[N:15]=[C:16]([C:19]2[CH:20]=[CH:21][CH:22]=[CH:23][CH:24]=2)[S:17][CH:18]=1)[CH2:11][C:8]1[CH:7]=[CH:6][C:5]([N+:2]([O-:4])=[O:3])=[CH:10][CH:9]=1)=[C:35]=[S:36]. The yield is 0.730. (8) The reactants are Br[C:2]1[CH:3]=[N:4][C:5]([N:8]2[CH2:13][CH2:12][N:11]([C:14]([O:16][C:17]([CH3:20])([CH3:19])[CH3:18])=[O:15])[CH2:10][CH2:9]2)=[N:6][CH:7]=1.C([Sn](CCCC)(CCCC)[C:26]1[CH:31]=[CH:30][CH:29]=[CH:28][N:27]=1)CCC.C(=O)([O-])[O-].[K+].[K+]. The catalyst is CN(C=O)C.[Cl-].C([N+](CC)(CC)CC)C.Cl[Pd](Cl)([P](C1C=CC=CC=1)(C1C=CC=CC=1)C1C=CC=CC=1)[P](C1C=CC=CC=1)(C1C=CC=CC=1)C1C=CC=CC=1. The product is [N:27]1[CH:28]=[CH:29][CH:30]=[CH:31][C:26]=1[C:2]1[CH:3]=[N:4][C:5]([N:8]2[CH2:13][CH2:12][N:11]([C:14]([O:16][C:17]([CH3:20])([CH3:19])[CH3:18])=[O:15])[CH2:10][CH2:9]2)=[N:6][CH:7]=1. The yield is 0.280. (9) The reactants are [Cl:1][C:2]1[CH:7]=[CH:6][C:5]([C:8]2[S:9][C:10]([C:18]([C:20]3[O:21][CH:22]=[CH:23][CH:24]=3)=[O:19])=[CH:11][C:12]=2[CH2:13][C:14](=[NH:17])[NH:15][OH:16])=[CH:4][CH:3]=1.[C:25](C1NC=CN=1)(C1NC=CN=1)=[O:26].C1CCN2C(=NCCC2)CC1.O. The catalyst is O1CCOCC1. The product is [Cl:1][C:2]1[CH:7]=[CH:6][C:5]([C:8]2[S:9][C:10]([C:18]([C:20]3[O:21][CH:22]=[CH:23][CH:24]=3)=[O:19])=[CH:11][C:12]=2[CH2:13][C:14]2[NH:15][O:16][C:25](=[O:26])[N:17]=2)=[CH:4][CH:3]=1. The yield is 0.360.